From a dataset of Full USPTO retrosynthesis dataset with 1.9M reactions from patents (1976-2016). Predict the reactants needed to synthesize the given product. Given the product [CH3:1][O:2][C:3]1[C:4]([I:15])=[C:5]([C:10]([I:14])=[CH:11][C:12]=1[I:13])[C:6]([OH:8])=[O:7], predict the reactants needed to synthesize it. The reactants are: [CH3:1][O:2][C:3]1[C:4]([I:15])=[C:5]([C:10]([I:14])=[CH:11][C:12]=1[I:13])[C:6]([O:8]C)=[O:7].[OH-].[Li+].Cl.